Dataset: Forward reaction prediction with 1.9M reactions from USPTO patents (1976-2016). Task: Predict the product of the given reaction. (1) Given the reactants COC(=O)C1C=CC=C(N[C:11](=[O:38])[CH2:12][N:13]2[N:19]=[C:18]([CH:20]3[CH2:25][CH2:24][CH2:23][CH2:22][CH2:21]3)[C:17]3[CH:26]=[CH:27][CH:28]=[CH:29][C:16]=3[N:15]([CH2:30][C:31](=[O:36])[C:32]([CH3:35])([CH3:34])[CH3:33])[C:14]2=[O:37])C=1.[CH2:40]([O:42]C(=O)CSC1C=CC=C(N)C=1)[CH3:41].C1(C2C3C=CC=CC=3N(CC(=O)C(C)(C)C)C(=O)N(CC(O)=O)N=2)CCCCC1.COC(=O)C1C=CC=C(N)C=1, predict the reaction product. The product is: [CH2:40]([O:42][C:11](=[O:38])[CH2:12][N:13]1[N:19]=[C:18]([CH:20]2[CH2:21][CH2:22][CH2:23][CH2:24][CH2:25]2)[C:17]2[CH:26]=[CH:27][CH:28]=[CH:29][C:16]=2[N:15]([CH2:30][C:31](=[O:36])[C:32]([CH3:34])([CH3:33])[CH3:35])[C:14]1=[O:37])[CH3:41]. (2) Given the reactants C(N(CC)C(C)C)(C)C.Cl.[NH2:11][CH:12]1[CH2:16][CH2:15][CH2:14][CH:13]1[OH:17].[C:18](O[C:18]([O:20][C:21]([CH3:24])([CH3:23])[CH3:22])=[O:19])([O:20][C:21]([CH3:24])([CH3:23])[CH3:22])=[O:19], predict the reaction product. The product is: [OH:17][C@@H:13]1[CH2:14][CH2:15][CH2:16][C@H:12]1[NH:11][C:18](=[O:19])[O:20][C:21]([CH3:24])([CH3:23])[CH3:22].